From a dataset of Reaction yield outcomes from USPTO patents with 853,638 reactions. Predict the reaction yield, written as a fraction of the theoretical maximum amount of product (1.0 means a 100% yield; for example, 0.34 means a 34% yield). (1) The reactants are CC(C)([O-])C.[K+].[CH3:7][C:8](=[N:10][OH:11])[CH3:9].[CH3:12][C:13]1[C:14]([C@H:19]2[CH2:24][CH2:23][CH2:22][C@@H:21]([C:25]3[C:30]([CH3:31])=[CH:29][CH:28]=[CH:27][N:26]=3)[N:20]2[CH2:32][C:33]2[CH:40]=[CH:39][C:36]([C:37]#[N:38])=[C:35](F)[CH:34]=2)=[N:15][CH:16]=[CH:17][CH:18]=1. The catalyst is CN(C=O)C. The product is [CH3:31][C:30]1[C:25]([C@H:21]2[CH2:22][CH2:23][CH2:24][C@@H:19]([C:14]3[C:13]([CH3:12])=[CH:18][CH:17]=[CH:16][N:15]=3)[N:20]2[CH2:32][C:33]2[CH:34]=[CH:35][C:36]([C:37]#[N:38])=[C:39]([O:11][N:10]=[C:8]([CH3:9])[CH3:7])[CH:40]=2)=[N:26][CH:27]=[CH:28][CH:29]=1. The yield is 0.690. (2) The reactants are [OH-].[Na+].Br[CH:4]([CH:8](Br)C(O)=O)[C:5]([OH:7])=[O:6].[Cl:13][C:14]1[CH:15]=[C:16]2[C:21](=[CH:22][CH:23]=1)[CH:20]=[C:19]([S:24]([O-:26])=[O:25])[CH:18]=[CH:17]2.[Na+]. The catalyst is O. The product is [Cl:13][C:14]1[CH:15]=[C:16]2[C:21](=[CH:22][CH:23]=1)[CH:20]=[C:19]([S:24](/[CH:8]=[CH:4]/[C:5]([OH:7])=[O:6])(=[O:26])=[O:25])[CH:18]=[CH:17]2. The yield is 0.400. (3) The reactants are Cl[C:2]1[CH:3]=[CH:4][N:5]2[C:10]([C:11]=1[CH3:12])=[C:9]([CH:13]1[CH2:15][CH2:14]1)[CH:8]=[C:7]([C:16]([O:18][CH3:19])=[O:17])[C:6]2=[O:20].CC1(C)C(C)(C)OB([C:29]2[CH:30]=[N:31][N:32](C(OC(C)(C)C)=O)[CH:33]=2)O1. No catalyst specified. The product is [NH:31]1[CH:30]=[C:29]([C:2]2[CH:3]=[CH:4][N:5]3[C:10]([C:11]=2[CH3:12])=[C:9]([CH:13]2[CH2:15][CH2:14]2)[CH:8]=[C:7]([C:16]([O:18][CH3:19])=[O:17])[C:6]3=[O:20])[CH:33]=[N:32]1. The yield is 0.490. (4) The reactants are Cl[C:2]1[CH:7]=[CH:6][C:5]([N+:8]([O-:10])=[O:9])=[CH:4][N:3]=1.[C:11]1([CH:17]([C:20]2[CH:25]=[CH:24][CH:23]=[CH:22][CH:21]=2)[C:18]#[N:19])[CH:16]=[CH:15][CH:14]=[CH:13][CH:12]=1.[F-].C([N+](CCCC)(CCCC)CCCC)CCC.[OH-].[Na+]. The catalyst is C1(C)C=CC=CC=1.CCCCCC.CCOC(C)=O. The product is [C:20]1([C:17]([C:11]2[CH:12]=[CH:13][CH:14]=[CH:15][CH:16]=2)([C:18]#[N:19])[C:2]2[CH:7]=[CH:6][C:5]([N+:8]([O-:10])=[O:9])=[CH:4][N:3]=2)[CH:21]=[CH:22][CH:23]=[CH:24][CH:25]=1. The yield is 0.860. (5) The reactants are [CH3:1][O:2][CH2:3][C:4](Cl)=[O:5].[NH2:7][C:8]1[CH:13]=[C:12]([CH2:14][O:15][C:16]2[C:25]3[C:20](=[CH:21][CH:22]=[CH:23][CH:24]=3)[C:19]([N+:26]([O-:28])=[O:27])=[CH:18][CH:17]=2)[CH:11]=[CH:10][N:9]=1.CCN(C(C)C)C(C)C.N. The catalyst is C(Cl)Cl.CO.C1COCC1. The product is [CH3:1][O:2][CH2:3][C:4]([NH:7][C:8]1[CH:13]=[C:12]([CH2:14][O:15][C:16]2[C:25]3[C:20](=[CH:21][CH:22]=[CH:23][CH:24]=3)[C:19]([N+:26]([O-:28])=[O:27])=[CH:18][CH:17]=2)[CH:11]=[CH:10][N:9]=1)=[O:5]. The yield is 0.880. (6) The reactants are [NH2:1][C:2]1[S:3][C:4]2[CH:10]=[C:9]([OH:11])[CH:8]=[CH:7][C:5]=2[N:6]=1.C(=O)([O-])[O-].[K+].[K+].[Br:18][CH2:19][CH2:20][CH2:21]Br.[C:23]([C:31]1[CH:39]=[CH:38][C:34]([C:35](O)=[O:36])=[CH:33][CH:32]=1)(=[O:30])[C:24]1[CH:29]=[CH:28][CH:27]=[CH:26][CH:25]=1.CN(C(ON1N=NC2C=CC=CC1=2)=[N+](C)C)C.[B-](F)(F)(F)F. The yield is 0.0900. The product is [C:23]([C:31]1[CH:32]=[CH:33][C:34]([C:35]([NH:1][C:2]2[S:3][C:4]3[CH:10]=[C:9]([O:11][CH2:21][CH2:20][CH2:19][Br:18])[CH:8]=[CH:7][C:5]=3[N:6]=2)=[O:36])=[CH:38][CH:39]=1)(=[O:30])[C:24]1[CH:25]=[CH:26][CH:27]=[CH:28][CH:29]=1. The catalyst is CC(C)=O.O.CN(C1C=CN=CC=1)C.CN(C=O)C.C(N(CC)CC)C. (7) The reactants are C[N:2](C)/[CH:3]=[C:4](/[C:7]1[CH:12]=[CH:11][N:10]=[CH:9][CH:8]=1)\[C:5]#[N:6].O.[NH2:15]N.Cl.C([O-])([O-])=O.[Na+].[Na+]. The catalyst is CCO. The product is [N:10]1[CH:11]=[CH:12][C:7]([C:4]2[CH:3]=[N:2][NH:6][C:5]=2[NH2:15])=[CH:8][CH:9]=1. The yield is 0.876. (8) The reactants are Cl[C:2]1[CH:7]=[C:6]2[CH2:8][O:9][C:10]3[CH:37]=[C:36]4[C:13]([CH2:14][CH2:15][C:16]5[N:20]=[C:19]([C@@H:21]6[CH2:25][C@H:24]([CH2:26][O:27][CH3:28])[CH2:23][N:22]6[C:29]([O:31][C:32]([CH3:35])([CH3:34])[CH3:33])=[O:30])[NH:18][C:17]=54)=[CH:12][C:11]=3[C:5]2=[CH:4][CH:3]=1.[B:38]1([B:38]2[O:42][C:41]([CH3:44])([CH3:43])[C:40]([CH3:46])([CH3:45])[O:39]2)[O:42][C:41]([CH3:44])([CH3:43])[C:40]([CH3:46])([CH3:45])[O:39]1.C([O-])(=O)C.[K+].C1(P(C2CCCCC2)C2C=CC=CC=2C2C(C(C)C)=CC(C(C)C)=CC=2C(C)C)CCCCC1. The catalyst is O1CCOCC1.C(OCC)(=O)C. The product is [CH3:28][O:27][CH2:26][C@@H:24]1[CH2:23][N:22]([C:29]([O:31][C:32]([CH3:33])([CH3:35])[CH3:34])=[O:30])[C@H:21]([C:19]2[NH:18][C:17]3[C:36]4[C:13]([CH2:14][CH2:15][C:16]=3[N:20]=2)=[CH:12][C:11]2[C:5]3[C:6]([CH2:8][O:9][C:10]=2[CH:37]=4)=[CH:7][C:2]([B:38]2[O:42][C:41]([CH3:44])([CH3:43])[C:40]([CH3:46])([CH3:45])[O:39]2)=[CH:3][CH:4]=3)[CH2:25]1. The yield is 0.700.